Dataset: hERG potassium channel inhibition data for cardiac toxicity prediction from Karim et al.. Task: Regression/Classification. Given a drug SMILES string, predict its toxicity properties. Task type varies by dataset: regression for continuous values (e.g., LD50, hERG inhibition percentage) or binary classification for toxic/non-toxic outcomes (e.g., AMES mutagenicity, cardiotoxicity, hepatotoxicity). Dataset: herg_karim. (1) The molecule is O=C(CNC(=O)c1cccc(C(F)(F)F)c1)NC1CCN(CCC2CCN(C(=O)c3ccccc3F)CC2)C1. The result is 0 (non-blocker). (2) The drug is CC(C)(C)NC(=O)C1c2ccccc2C(=O)N1Cc1cc(F)ccc1-c1ccc(F)cc1. The result is 0 (non-blocker).